This data is from NCI-60 drug combinations with 297,098 pairs across 59 cell lines. The task is: Regression. Given two drug SMILES strings and cell line genomic features, predict the synergy score measuring deviation from expected non-interaction effect. (1) Drug 1: CN(C(=O)NC(C=O)C(C(C(CO)O)O)O)N=O. Drug 2: C1CNP(=O)(OC1)N(CCCl)CCCl. Cell line: SK-MEL-2. Synergy scores: CSS=-0.740, Synergy_ZIP=-1.74, Synergy_Bliss=-9.65, Synergy_Loewe=-9.02, Synergy_HSA=-11.1. (2) Drug 1: CC1C(C(CC(O1)OC2CC(OC(C2O)C)OC3=CC4=CC5=C(C(=O)C(C(C5)C(C(=O)C(C(C)O)O)OC)OC6CC(C(C(O6)C)O)OC7CC(C(C(O7)C)O)OC8CC(C(C(O8)C)O)(C)O)C(=C4C(=C3C)O)O)O)O. Drug 2: B(C(CC(C)C)NC(=O)C(CC1=CC=CC=C1)NC(=O)C2=NC=CN=C2)(O)O. Cell line: NCI-H322M. Synergy scores: CSS=50.5, Synergy_ZIP=2.45, Synergy_Bliss=2.72, Synergy_Loewe=-7.66, Synergy_HSA=1.84.